Dataset: Reaction yield outcomes from USPTO patents with 853,638 reactions. Task: Predict the reaction yield, written as a fraction of the theoretical maximum amount of product (1.0 means a 100% yield; for example, 0.34 means a 34% yield). The reactants are [CH3:1][O:2][C:3]1[CH:4]=[CH:5][C:6]2[C:12]3[C:13]([O:21][CH3:22])=[C:14]([O:19][CH3:20])[C:15]([O:17][CH3:18])=[CH:16][C:11]=3[CH2:10][CH2:9][C@H:8]([NH2:23])[C:7]=2[CH:24]=1.[CH3:25][CH2:26]N=C=NCCCN(C)C.[C:36]([O:40][C:41]([NH:43][CH2:44][C:45]([NH:47][CH2:48][C:49]([OH:51])=O)=[O:46])=[O:42])([CH3:39])(C)C. The catalyst is CN(C1C=CN=CC=1)C.ClCCl. The product is [CH3:1][O:2][C:3]1[CH:4]=[CH:5][C:6]2[C:12]3[C:13]([O:21][CH3:22])=[C:14]([O:19][CH3:20])[C:15]([O:17][CH3:18])=[CH:16][C:11]=3[CH2:10][CH2:9][C@H:8]([NH:23][C:49](=[O:51])[CH2:48][NH:47][C:45](=[O:46])[CH2:44][NH:43][C:41]([O:40][CH2:36][CH2:39][CH2:25][CH3:26])=[O:42])[C:7]=2[CH:24]=1. The yield is 0.650.